This data is from HIV replication inhibition screening data with 41,000+ compounds from the AIDS Antiviral Screen. The task is: Binary Classification. Given a drug SMILES string, predict its activity (active/inactive) in a high-throughput screening assay against a specified biological target. (1) The drug is CC(C)C1COC2(C)C3CN(Cc4ccccc4)CC3C(=O)N12. The result is 0 (inactive). (2) The molecule is C1C2CC3C1C1C[S+]3CC21. The result is 0 (inactive). (3) The molecule is Cn1c2c(c3ccccc31)CCN(CCCCN1CCN(c3cccc(Cl)c3)CC1)C2=O. The result is 0 (inactive). (4) The molecule is CCCCCCCCCC(=O)OCC1OC(n2cc(F)c(=O)[nH]c2=O)C(N)C(OC(=O)CCCCCCCCC)C1O. The result is 0 (inactive). (5) The drug is CCCCOCOc1ccccc1P1(=O)COc2ccccc2OC1. The result is 0 (inactive). (6) The molecule is CC[Si](CC)(CC)OC(C#N)c1ccc2c(c1)OCO2. The result is 0 (inactive). (7) The drug is CC1=NN(C(=O)CC(=O)Nc2ccccc2C)C(=O)C1N=Nc1ccc(C(=O)O)cc1. The result is 0 (inactive). (8) The molecule is CC(NNC(=O)c1ccncc1)c1ccc(Cl)cc1Cl. The result is 0 (inactive).